From a dataset of Forward reaction prediction with 1.9M reactions from USPTO patents (1976-2016). Predict the product of the given reaction. (1) The product is: [OH:1][CH2:2][CH2:3][CH2:4][CH2:5][CH2:6][CH2:7][O:8][C:9]1[CH:14]=[CH:13][C:12]([CH2:15][CH2:16][C:17]2[CH:18]=[CH:19][C:20]([OH:23])=[CH:21][CH:22]=2)=[CH:11][CH:10]=1. Given the reactants [OH:1][CH2:2][CH2:3][CH2:4][CH2:5][CH2:6][CH2:7][O:8][C:9]1[CH:14]=[CH:13][C:12](/[CH:15]=[CH:16]/[C:17]2[CH:22]=[CH:21][C:20]([O:23]C3CCCCO3)=[CH:19][CH:18]=2)=[CH:11][CH:10]=1.C1CCCCC=1, predict the reaction product. (2) Given the reactants [F:1][C:2]([F:22])([F:21])[O:3][C:4]1[CH:5]=[C:6]([CH:18]=[CH:19][CH:20]=1)[O:7][C:8]1[C:9]([C:13]([O:15][CH2:16][CH3:17])=[O:14])=[N:10][NH:11][N:12]=1.C(=O)([O-])[O-].[K+].[K+].F[C:30]1[CH:35]=[CH:34][C:33]([C:36]([F:39])([F:38])[F:37])=[CH:32][C:31]=1[N+:40]([O-:42])=[O:41], predict the reaction product. The product is: [N+:40]([C:31]1[CH:32]=[C:33]([C:36]([F:37])([F:38])[F:39])[CH:34]=[CH:35][C:30]=1[N:11]1[N:10]=[C:9]([C:13]([O:15][CH2:16][CH3:17])=[O:14])[C:8]([O:7][C:6]2[CH:18]=[CH:19][CH:20]=[C:4]([O:3][C:2]([F:1])([F:21])[F:22])[CH:5]=2)=[N:12]1)([O-:42])=[O:41]. (3) Given the reactants [NH:1]1[C:5]2[C:6]3[C:11]([CH:12]=[CH:13][C:4]=2[NH:3][C:2]1=[O:14])=[CH:10][CH:9]=[CH:8][CH:7]=3.[H-].[Na+].Br[CH2:18][CH3:19], predict the reaction product. The product is: [CH2:18]([N:3]1[C:4]2[CH:13]=[CH:12][C:11]3[C:6]([C:5]=2[NH:1][C:2]1=[O:14])=[CH:7][CH:8]=[CH:9][CH:10]=3)[CH3:19].